From a dataset of Forward reaction prediction with 1.9M reactions from USPTO patents (1976-2016). Predict the product of the given reaction. Given the reactants [Cl:1][C:2]1[C:7]2[CH2:8][CH:9]([C:10]([OH:12])=O)[C:6]=2[CH:5]=[CH:4][CH:3]=1.O.ON1C2C=CC=CC=2N=N1.[CH2:24]([NH:31][CH2:32][CH2:33][CH2:34][OH:35])[C:25]1[CH:30]=[CH:29][CH:28]=[CH:27][CH:26]=1.C(OCC)(=O)C, predict the reaction product. The product is: [CH2:24]([N:31]([CH2:32][CH2:33][CH2:34][OH:35])[C:10]([CH:9]1[C:6]2[CH:5]=[CH:4][CH:3]=[C:2]([Cl:1])[C:7]=2[CH2:8]1)=[O:12])[C:25]1[CH:30]=[CH:29][CH:28]=[CH:27][CH:26]=1.